From a dataset of Full USPTO retrosynthesis dataset with 1.9M reactions from patents (1976-2016). Predict the reactants needed to synthesize the given product. (1) Given the product [CH3:1][C:2]1[CH:7]=[CH:6][CH:5]=[C:4]([CH3:8])[C:3]=1[C:9]1[C:17]2[O:16][CH:15]([CH2:18][NH:33][CH3:32])[CH2:14][C:13]=2[CH:12]=[C:11]([O:30][CH3:31])[CH:10]=1, predict the reactants needed to synthesize it. The reactants are: [CH3:1][C:2]1[CH:7]=[CH:6][CH:5]=[C:4]([CH3:8])[C:3]=1[C:9]1[C:17]2[O:16][CH:15]([CH2:18]OS(C3C=CC(C)=CC=3)(=O)=O)[CH2:14][C:13]=2[CH:12]=[C:11]([O:30][CH3:31])[CH:10]=1.[CH3:32][NH2:33]. (2) The reactants are: C1C=CC(P(C2C=CC=CC=2)C2C=CC=CC=2)=CC=1.C1COCC1.CCOC(/N=N/C(OCC)=O)=O.[CH2:37]([O:39][C:40](=[O:60])[C@@H:41]([OH:59])[CH2:42][CH2:43][C:44]1[C:45](O)=[N:46][C:47]([NH:51][CH:52]2[CH2:57][CH2:56][O:55][CH2:54][CH2:53]2)=[N:48][C:49]=1[OH:50])[CH3:38]. Given the product [OH:50][C:49]1[C:44]2[CH2:43][CH2:42][C@H:41]([C:40]([O:39][CH2:37][CH3:38])=[O:60])[O:59][C:45]=2[N:46]=[C:47]([NH:51][CH:52]2[CH2:57][CH2:56][O:55][CH2:54][CH2:53]2)[N:48]=1, predict the reactants needed to synthesize it.